Dataset: Forward reaction prediction with 1.9M reactions from USPTO patents (1976-2016). Task: Predict the product of the given reaction. (1) The product is: [C:13]([N:5]1[C:6]2[C:11](=[CH:10][C:9]([F:12])=[CH:8][CH:7]=2)[C@H:2]([NH:1][C:21]2[CH:28]=[CH:27][C:24]([C:25]#[N:26])=[CH:23][CH:22]=2)[C@@H:3]([CH3:19])[C@@H:4]1[CH:16]1[CH2:18][CH2:17]1)(=[O:15])[CH3:14]. Given the reactants [NH2:1][C@H:2]1[C:11]2[C:6](=[CH:7][CH:8]=[C:9]([F:12])[CH:10]=2)[N:5]([C:13](=[O:15])[CH3:14])[C@@H:4]([CH:16]2[CH2:18][CH2:17]2)[C@@H:3]1[CH3:19].Br[C:21]1[CH:28]=[CH:27][C:24]([C:25]#[N:26])=[CH:23][CH:22]=1.CC(C)([O-])C.[Na+].CN(C1C(C2C(P(C3CCCCC3)C3CCCCC3)=CC=CC=2)=CC=CC=1)C, predict the reaction product. (2) Given the reactants C[O:2][C:3](=[O:24])[CH2:4][C:5]1[C:9]2[C:10]([CH3:23])=[CH:11][C:12]([O:14][CH2:15][C:16]3[N:20]([CH3:21])[N:19]=[C:18]([CH3:22])[CH:17]=3)=[CH:13][C:8]=2[S:7][CH:6]=1.[OH-].[Na+].Cl, predict the reaction product. The product is: [CH3:21][N:20]1[C:16]([CH2:15][O:14][C:12]2[CH:11]=[C:10]([CH3:23])[C:9]3[C:5]([CH2:4][C:3]([OH:24])=[O:2])=[CH:6][S:7][C:8]=3[CH:13]=2)=[CH:17][C:18]([CH3:22])=[N:19]1.